This data is from HIV replication inhibition screening data with 41,000+ compounds from the AIDS Antiviral Screen. The task is: Binary Classification. Given a drug SMILES string, predict its activity (active/inactive) in a high-throughput screening assay against a specified biological target. (1) The molecule is Nc1ccc(N=Nc2ccc(N=Nc3c(S(=O)(=O)O)cc4cc(S(=O)(=O)O)c(N=Nc5ccc(N=Nc6ccc(N)cc6N)cc5)c(O)c4c3N)cc2)c(N)c1. The result is 1 (active). (2) The compound is CCCCCCCCCCCCCCCCCCNc1ccn(C2OC(CO)C(OP(=O)(O)OCC3CCC(n4ccc(=N)[nH]c4=O)O3)C2O)c(=O)n1. The result is 1 (active). (3) The molecule is COc1cc2c(cc1OC)C(O)C(Br)C(C)(C)O2. The result is 0 (inactive). (4) The drug is COc1ccc(OC)c(NC(=O)C(=O)C(C(C)=O)c2nc3ccc(Cl)cc3nc2O)c1. The result is 0 (inactive). (5) The result is 0 (inactive). The molecule is Clc1ccc(C(OCn2ccnc2)c2nc3ccccc3[nH]2)c(Cl)c1. (6) The result is 0 (inactive). The drug is Cc1cc2c(=O)c3ccccc3[nH]c2c(C(N)=O)c1C. (7) The molecule is CCC(=C(C#N)C#N)c1cc(OC)c(OC)c(OC)c1. The result is 0 (inactive). (8) The molecule is C=CC(C)(C)c1nc[nH]c1C=C1NC(=O)C(C(C)C)NC1=O. The result is 0 (inactive). (9) The drug is COc1ccc2c(c1)C(O)(C(F)(F)F)c1cc(C(=O)C(F)(F)F)c3ccccc3c1N2. The result is 0 (inactive).